Dataset: NCI-60 drug combinations with 297,098 pairs across 59 cell lines. Task: Regression. Given two drug SMILES strings and cell line genomic features, predict the synergy score measuring deviation from expected non-interaction effect. (1) Drug 1: C1CC(=O)NC(=O)C1N2CC3=C(C2=O)C=CC=C3N. Drug 2: CCC1(C2=C(COC1=O)C(=O)N3CC4=CC5=C(C=CC(=C5CN(C)C)O)N=C4C3=C2)O.Cl. Cell line: HCT-15. Synergy scores: CSS=20.8, Synergy_ZIP=-5.91, Synergy_Bliss=-1.85, Synergy_Loewe=-2.08, Synergy_HSA=-1.92. (2) Drug 1: CCC(=C(C1=CC=CC=C1)C2=CC=C(C=C2)OCCN(C)C)C3=CC=CC=C3.C(C(=O)O)C(CC(=O)O)(C(=O)O)O. Drug 2: COC1=NC(=NC2=C1N=CN2C3C(C(C(O3)CO)O)O)N. Cell line: OVCAR-8. Synergy scores: CSS=-3.39, Synergy_ZIP=3.42, Synergy_Bliss=4.53, Synergy_Loewe=-2.12, Synergy_HSA=-1.67. (3) Drug 1: C1=CC(=CC=C1C#N)C(C2=CC=C(C=C2)C#N)N3C=NC=N3. Drug 2: CC1=C2C(C(=O)C3(C(CC4C(C3C(C(C2(C)C)(CC1OC(=O)C(C(C5=CC=CC=C5)NC(=O)OC(C)(C)C)O)O)OC(=O)C6=CC=CC=C6)(CO4)OC(=O)C)O)C)O. Cell line: HS 578T. Synergy scores: CSS=0.974, Synergy_ZIP=-0.519, Synergy_Bliss=0.716, Synergy_Loewe=-1.44, Synergy_HSA=-2.81.